Dataset: Experimentally validated miRNA-target interactions with 360,000+ pairs, plus equal number of negative samples. Task: Binary Classification. Given a miRNA mature sequence and a target amino acid sequence, predict their likelihood of interaction. (1) The miRNA is rno-miR-21-3p with sequence CAACAGCAGUCGAUGGGCUGUC. The protein sequence of the target gene is MNTEMYQTPMEVAVYQLHNFSISFFSSLLGGDVVSVKLDNSASGASVVALDNKIEQAMDLVKNHLMYAVREEVEVLKEQIRELLEKNSQLERENTLLKTLASPEQLEKFQSRLSPEEPAPEAPETPETPEAPGGSAV. Result: 0 (no interaction). (2) The miRNA is hsa-miR-548ah-3p with sequence CAAAAACUGCAGUUACUUUUGC. The protein sequence of the target gene is MSAGGPCPAGAGGGPGGSSCPVGVSPGGVSMFRWLEVLEKEFDKAFVDVDLLLGEIDPDQADITYEGRQKMTSLSSCFAQLCHKAQTVSQINHKLEAQLVDLRSELTETQAEKVVLEKEVHEQLLQLHSTQLQLHAKTGQSVDSGAIKAKLSVHSVEDLERELEANKTEKVKEARLEAEVKLLRKENEALRRHIAVLQAEVYGARLAAKYLDKELAGRVQQIQLLGRDMKGPAHDKLWNQLEAEIHLHRHKTVIRACRGRNDLKRPMQAPPGHDQDSLKKSQGVGPIRKVLLLKEDHEGL.... Result: 0 (no interaction). (3) Result: 0 (no interaction). The miRNA is mmu-miR-3108-5p with sequence GUCUCUAAAGCUAGACGUUCCGG. The protein sequence of the target gene is MLNKMTLHPQQIMIGPRFNRALFDPLLVVLLALQLLVVAGLVRAQTCPSVCSCSNQFSKVICVRKNLREVPDGISTNTRLLNLHENQIQIIKVNSFKHLRHLEILQLSRNHIRTIEIGAFNGLANLNTLELFDNRLTTIPNGAFVYLSKLKELWLRNNPIESIPSYAFNRIPSLRRLDLGELKRLSYISEGAFEGLSNLRYLNLAMCNLREIPNLTPLIKLDELDLSGNHLSAIRPGSFQGLMHLQKLWMIQSQIQVIERNAFDNLQSLVEINLAHNNLTLLPHDLFTPLHHLERIHLHH.... (4) The miRNA is hsa-miR-6742-3p with sequence ACCUGGGUUGUCCCCUCUAG. The protein sequence of the target gene is MPCTCTWRNWRQWIRPLVAVIYLVSIVVAVPLCVWELQKLEVGIHTKAWFIAGIFLLLTIPISLWVILQHLVHYTQPELQKPIIRILWMVPIYSLDSWIALKYPGIAIYVDTCRECYEAYVIYNFMGFLTNYLTNRYPNLVLILEAKDQQKHFPPLCCCPPWAMGEVLLFRCKLGVLQYTVVRPFTTIVALICELLGIYDEGNFSFSNAWTYLVIINNMSQLFAMYCLLLFYKVLKEELSPIQPVGKFLCVKLVVFVSFWQAVVIALLVKVGVISEKHTWEWQTVEAVATGLQDFIICIE.... Result: 1 (interaction).